Dataset: Peptide-MHC class I binding affinity with 185,985 pairs from IEDB/IMGT. Task: Regression. Given a peptide amino acid sequence and an MHC pseudo amino acid sequence, predict their binding affinity value. This is MHC class I binding data. (1) The peptide sequence is CPNCYDSVM. The MHC is HLA-B35:01 with pseudo-sequence HLA-B35:01. The binding affinity (normalized) is 0.809. (2) The peptide sequence is HRIQEELFY. The MHC is HLA-B73:01 with pseudo-sequence HLA-B73:01. The binding affinity (normalized) is 0.0847. (3) The peptide sequence is FADINGKLY. The MHC is HLA-A24:02 with pseudo-sequence HLA-A24:02. The binding affinity (normalized) is 0. (4) The binding affinity (normalized) is 0.125. The MHC is HLA-A26:01 with pseudo-sequence HLA-A26:01. The peptide sequence is FGDSKEPVPY.